Dataset: Peptide-MHC class I binding affinity with 185,985 pairs from IEDB/IMGT. Task: Regression. Given a peptide amino acid sequence and an MHC pseudo amino acid sequence, predict their binding affinity value. This is MHC class I binding data. (1) The peptide sequence is QLDQRRALL. The MHC is HLA-A29:02 with pseudo-sequence HLA-A29:02. The binding affinity (normalized) is 0.0847. (2) The peptide sequence is LYDYKENRF. The MHC is HLA-A24:02 with pseudo-sequence HLA-A24:02. The binding affinity (normalized) is 0.437. (3) The peptide sequence is RGDNFAVEK. The MHC is HLA-A68:01 with pseudo-sequence HLA-A68:01. The binding affinity (normalized) is 0.149. (4) The peptide sequence is FLFPDTRGV. The MHC is HLA-A02:02 with pseudo-sequence HLA-A02:02. The binding affinity (normalized) is 1.00. (5) The peptide sequence is FVTISKDNL. The MHC is HLA-A02:03 with pseudo-sequence HLA-A02:03. The binding affinity (normalized) is 0.109. (6) The peptide sequence is VGNVVVKF. The MHC is Mamu-B52 with pseudo-sequence Mamu-B52. The binding affinity (normalized) is 0.920.